Dataset: Full USPTO retrosynthesis dataset with 1.9M reactions from patents (1976-2016). Task: Predict the reactants needed to synthesize the given product. (1) Given the product [CH:26]1([N:32]([CH3:36])[C:33]([N:3]2[CH:7]=[C:6]([C:8]3[CH:9]=[N:10][CH:11]=[CH:12][CH:13]=3)[N:5]=[CH:4]2)=[O:34])[CH2:31][CH2:30][CH2:29][CH2:28][CH2:27]1, predict the reactants needed to synthesize it. The reactants are: Cl.Cl.[NH:3]1[CH:7]=[C:6]([C:8]2[CH:9]=[N:10][CH:11]=[CH:12][CH:13]=2)[N:5]=[CH:4]1.CC([O-])(C)C.[K+].N1C=CC=CC=1.[CH:26]1([N:32]([CH3:36])[C:33](Cl)=[O:34])[CH2:31][CH2:30][CH2:29][CH2:28][CH2:27]1. (2) Given the product [CH2:18]([O:33][CH2:30][CH2:11][CH2:2][CH2:3][CH2:4][CH2:2][CH2:11][CH2:10][CH2:9][CH2:8][CH2:3][CH3:4])[CH2:19][CH2:20][CH2:21][CH2:22][CH2:23][CH2:24][CH2:25][CH2:26][CH2:27][CH2:28][CH3:29], predict the reactants needed to synthesize it. The reactants are: O[C:2]1[CH:11]=[C:10](C(OC)=O)[C:9](O)=[CH:8][C:3]=1[C:4](OC)=O.Br[CH2:18][CH2:19][CH2:20][CH2:21][CH2:22][CH2:23][CH2:24][CH2:25][CH2:26][CH2:27][CH2:28][CH3:29].[C:30](=[O:33])([O-])[O-].[K+].[K+].O. (3) The reactants are: [F:1][C:2]1[CH:3]=[C:4]([CH:24]=[C:25]([O:28][CH3:29])[C:26]=1[OH:27])/[CH:5]=[C:6]1/[C:7](=[O:23])[N:8]2[C:13]([C:14]3[CH:22]=[CH:21][C:17]([C:18](O)=[O:19])=[CH:16][CH:15]=3)=[CH:12][N:11]=[C:9]2[S:10]/1.Cl.[F:31][CH:32]1[CH2:35][NH:34][CH2:33]1. Given the product [F:31][CH:32]1[CH2:35][N:34]([C:18]([C:17]2[CH:16]=[CH:15][C:14]([C:13]3[N:8]=[C:9]4[N:11]([CH:12]=3)[C:7](=[O:23])/[C:6](=[CH:5]/[C:4]3[CH:24]=[C:25]([O:28][CH3:29])[C:26]([OH:27])=[C:2]([F:1])[CH:3]=3)/[S:10]4)=[CH:22][CH:21]=2)=[O:19])[CH2:33]1, predict the reactants needed to synthesize it. (4) Given the product [Cl:12][C:13]1[CH:21]=[CH:20][CH:19]=[CH:18][C:14]=1[C:15]1[N:6]=[C:4]([N:28]2[CH2:29][CH2:30][N:25]([C:22](=[O:24])[CH3:23])[CH2:26][CH2:27]2)[C:3]2[C:2](=[CH:10][CH:9]=[CH:8][C:7]=2[CH3:11])[N:1]=1, predict the reactants needed to synthesize it. The reactants are: [NH2:1][C:2]1[CH:10]=[CH:9][CH:8]=[C:7]([CH3:11])[C:3]=1[C:4]([NH2:6])=O.[Cl:12][C:13]1[CH:21]=[CH:20][CH:19]=[CH:18][C:14]=1[C:15](Cl)=O.[C:22]([N:25]1[CH2:30][CH2:29][NH:28][CH2:27][CH2:26]1)(=[O:24])[CH3:23]. (5) Given the product [CH3:1][C:14]1[CH:13]=[CH:21][C:17]([C:18]([OH:20])=[O:19])=[CH:16][C:15]=1[C:22]([OH:24])=[O:23], predict the reactants needed to synthesize it. The reactants are: [CH3:1]C1C=CC(C)=CC=1C(O)=O.F[C:13]1[CH:14]=[C:15]([C:22]([OH:24])=[O:23])[CH:16]=[C:17]([CH:21]=1)[C:18]([OH:20])=[O:19]. (6) Given the product [C:1]([O:4][C@H:5]1[C@H:10]([O:11][C:12](=[O:14])[CH3:13])[CH:9]=[C:8]([C:15]2[CH:20]=[CH:19][N:18]=[CH:17][C:16]=2[N+:21]([O-:23])=[O:22])[O:7][C@@H:6]1[CH2:24][OH:25])(=[O:3])[CH3:2], predict the reactants needed to synthesize it. The reactants are: [C:1]([O:4][C@H:5]1[C@H:10]([O:11][C:12](=[O:14])[CH3:13])[CH:9]=[C:8]([C:15]2[CH:20]=[CH:19][N:18]=[CH:17][C:16]=2[N+:21]([O-:23])=[O:22])[O:7][C@@H:6]1[CH2:24][O:25]C(C1C=CC=CC=1)(C1C=CC=CC=1)C1C=CC=CC=1)(=[O:3])[CH3:2]. (7) Given the product [Cl:1][C:2]1[C:3]([CH2:13][N:14]([CH:47]2[CH2:48][CH2:49]2)[C:15](=[O:46])[CH:16]([CH2:26][C:27]2[CH:28]=[CH:29][C:30]([O:33][CH2:34][CH2:35][O:36][C:37]3[C:42]([Cl:43])=[CH:41][C:40]([CH3:44])=[CH:39][C:38]=3[Cl:45])=[CH:31][CH:32]=2)[CH2:17][NH:18][C:19](=[O:25])[O:20][C:21]([CH3:22])([CH3:23])[CH3:24])=[CH:4][C:5]([CH2:8][CH2:9][CH2:10][O:11][CH3:12])=[N+:6]([O-:55])[CH:7]=1, predict the reactants needed to synthesize it. The reactants are: [Cl:1][C:2]1[C:3]([CH2:13][N:14]([CH:47]2[CH2:49][CH2:48]2)[C:15](=[O:46])[CH:16]([CH2:26][C:27]2[CH:32]=[CH:31][C:30]([O:33][CH2:34][CH2:35][O:36][C:37]3[C:42]([Cl:43])=[CH:41][C:40]([CH3:44])=[CH:39][C:38]=3[Cl:45])=[CH:29][CH:28]=2)[CH2:17][NH:18][C:19](=[O:25])[O:20][C:21]([CH3:24])([CH3:23])[CH3:22])=[CH:4][C:5]([CH2:8][CH2:9][CH2:10][O:11][CH3:12])=[N:6][CH:7]=1.ClC1C=C(C=CC=1)C(OO)=[O:55].